This data is from NCI-60 drug combinations with 297,098 pairs across 59 cell lines. The task is: Regression. Given two drug SMILES strings and cell line genomic features, predict the synergy score measuring deviation from expected non-interaction effect. (1) Drug 1: CN1C(=O)N2C=NC(=C2N=N1)C(=O)N. Drug 2: CC1CCC2CC(C(=CC=CC=CC(CC(C(=O)C(C(C(=CC(C(=O)CC(OC(=O)C3CCCCN3C(=O)C(=O)C1(O2)O)C(C)CC4CCC(C(C4)OC)O)C)C)O)OC)C)C)C)OC. Cell line: NCIH23. Synergy scores: CSS=-3.08, Synergy_ZIP=2.11, Synergy_Bliss=5.85, Synergy_Loewe=-11.1, Synergy_HSA=-2.29. (2) Drug 1: CNC(=O)C1=CC=CC=C1SC2=CC3=C(C=C2)C(=NN3)C=CC4=CC=CC=N4. Drug 2: C1=NC2=C(N1)C(=S)N=CN2. Cell line: RXF 393. Synergy scores: CSS=1.39, Synergy_ZIP=-8.22, Synergy_Bliss=-14.7, Synergy_Loewe=-21.3, Synergy_HSA=-14.4. (3) Drug 1: C1C(C(OC1N2C=NC3=C(N=C(N=C32)Cl)N)CO)O. Drug 2: CS(=O)(=O)OCCCCOS(=O)(=O)C. Cell line: SK-OV-3. Synergy scores: CSS=10.2, Synergy_ZIP=-2.23, Synergy_Bliss=0.155, Synergy_Loewe=-9.86, Synergy_HSA=-1.70. (4) Drug 1: CC1=C(C(=CC=C1)Cl)NC(=O)C2=CN=C(S2)NC3=CC(=NC(=N3)C)N4CCN(CC4)CCO. Drug 2: CC1C(C(CC(O1)OC2CC(OC(C2O)C)OC3=CC4=CC5=C(C(=O)C(C(C5)C(C(=O)C(C(C)O)O)OC)OC6CC(C(C(O6)C)O)OC7CC(C(C(O7)C)O)OC8CC(C(C(O8)C)O)(C)O)C(=C4C(=C3C)O)O)O)O. Cell line: DU-145. Synergy scores: CSS=42.7, Synergy_ZIP=1.78, Synergy_Bliss=5.51, Synergy_Loewe=0.911, Synergy_HSA=3.09. (5) Drug 1: CN1CCC(CC1)COC2=C(C=C3C(=C2)N=CN=C3NC4=C(C=C(C=C4)Br)F)OC. Drug 2: CC1=C2C(C(=O)C3(C(CC4C(C3C(C(C2(C)C)(CC1OC(=O)C(C(C5=CC=CC=C5)NC(=O)OC(C)(C)C)O)O)OC(=O)C6=CC=CC=C6)(CO4)OC(=O)C)OC)C)OC. Cell line: HT29. Synergy scores: CSS=71.0, Synergy_ZIP=11.7, Synergy_Bliss=11.8, Synergy_Loewe=-5.34, Synergy_HSA=11.4.